This data is from Full USPTO retrosynthesis dataset with 1.9M reactions from patents (1976-2016). The task is: Predict the reactants needed to synthesize the given product. Given the product [Cl:1][C:2]1[CH:3]=[N:4][C:5]2[N:12]([CH2:13][C:14]3[CH:19]=[CH:18][C:17]([O:20][CH3:21])=[CH:16][CH:15]=3)[C:10](=[O:22])[O:9][C:7](=[O:8])[C:6]=2[CH:11]=1, predict the reactants needed to synthesize it. The reactants are: [Cl:1][C:2]1[CH:3]=[N:4][C:5]([NH:12][CH2:13][C:14]2[CH:19]=[CH:18][C:17]([O:20][CH3:21])=[CH:16][CH:15]=2)=[C:6]([CH:11]=1)[C:7]([O:9][CH3:10])=[O:8].[O:22]=C(Cl)OC(Cl)(Cl)Cl.